From a dataset of Full USPTO retrosynthesis dataset with 1.9M reactions from patents (1976-2016). Predict the reactants needed to synthesize the given product. (1) Given the product [N:1]1[N:2]2[CH2:13][CH2:12][CH2:11][C:3]2=[CH:4][C:5]=1[C:6]([OH:8])=[O:7], predict the reactants needed to synthesize it. The reactants are: [N:1]1[N:2]2[CH2:13][CH2:12][CH2:11][C:3]2=[CH:4][C:5]=1[C:6]([O:8]CC)=[O:7].[OH-].[Na+].Cl. (2) Given the product [C:1]1([CH2:7][CH2:8][C:9]([C:11]2[CH:12]=[CH:13][C:14]3[O:19][CH2:18][C:17](=[O:20])[NH:16][C:15]=3[CH:21]=2)=[O:10])[CH:6]=[CH:5][CH:4]=[CH:3][CH:2]=1, predict the reactants needed to synthesize it. The reactants are: [C:1]1([CH:7]=[CH:8][C:9]([C:11]2[CH:12]=[CH:13][C:14]3[O:19][CH2:18][C:17](=[O:20])[NH:16][C:15]=3[CH:21]=2)=[O:10])[CH:6]=[CH:5][CH:4]=[CH:3][CH:2]=1.C(O)C. (3) The reactants are: [CH3:1][O:2][C:3]([C:5]1[CH:9]=[C:8]([C:10]2[CH:15]=[CH:14][C:13]([C:16]#[N:17])=[CH:12][N:11]=2)[N:7]([C:18]2[N:19]=[N:20][C:21](Cl)=[CH:22][CH:23]=2)[N:6]=1)=[O:4].[CH3:25][O-:26].[Na+].Cl.C(Cl)(Cl)Cl. Given the product [CH3:1][O:2][C:3]([C:5]1[CH:9]=[C:8]([C:10]2[CH:15]=[CH:14][C:13]([C:16]#[N:17])=[CH:12][N:11]=2)[N:7]([C:18]2[N:19]=[N:20][C:21]([O:26][CH3:25])=[CH:22][CH:23]=2)[N:6]=1)=[O:4], predict the reactants needed to synthesize it. (4) The reactants are: [F:1][C:2]([S:5][C:6]1[CH:7]=[C:8]([C:12](=O)[CH:13]=O)[CH:9]=[CH:10][CH:11]=1)([F:4])[F:3].I.[F:17][C:18]1[CH:23]=[C:22]([F:24])[CH:21]=[CH:20][C:19]=1[C:25]([NH:27][NH2:28])=[NH:26]. Given the product [F:17][C:18]1[CH:23]=[C:22]([F:24])[CH:21]=[CH:20][C:19]=1[C:25]1[N:27]=[N:28][CH:13]=[C:12]([C:8]2[CH:9]=[CH:10][CH:11]=[C:6]([S:5][C:2]([F:4])([F:3])[F:1])[CH:7]=2)[N:26]=1, predict the reactants needed to synthesize it. (5) Given the product [CH2:23]([S:20]([NH:19][C:17]([CH:15]1[CH2:14][N:13]([C:8]2[C:9]([C:11]#[N:12])=[CH:10][C:5]([C:4]([O:3][CH2:1][C:2]3[CH:49]=[CH:50][CH:45]=[CH:46][CH:47]=3)=[O:31])=[C:6]([CH3:30])[N:7]=2)[CH2:16]1)=[O:18])(=[O:21])=[O:22])[C:24]1[CH:25]=[CH:26][CH:27]=[CH:28][CH:29]=1, predict the reactants needed to synthesize it. The reactants are: [CH2:1]([O:3][C:4](=[O:31])[C:5]1[CH:10]=[C:9]([C:11]#[N:12])[C:8]([N:13]2[CH2:16][CH:15]([C:17]([NH:19][S:20]([CH2:23][C:24]3[CH:29]=[CH:28][CH:27]=[CH:26][CH:25]=3)(=[O:22])=[O:21])=[O:18])[CH2:14]2)=[N:7][C:6]=1[CH3:30])[CH3:2].CS(C)=O.[H-].[Na+].CCOC(C)=O.C(O)[C:45]1[CH:50]=[CH:49]C=[CH:47][CH:46]=1. (6) The reactants are: Cl.[CH3:2][O:3][C:4](=[O:17])[C@@H:5]([CH2:7][C:8]1[C:16]2[C:11](=[CH:12][CH:13]=[CH:14][CH:15]=2)[NH:10][CH:9]=1)[NH2:6].C(N(CC)CC)C.[C:25](Cl)(=[O:35])[C:26]1[CH:34]=[CH:33][C:32]2[O:31][CH2:30][O:29][C:28]=2[CH:27]=1. Given the product [CH3:2][O:3][C:4](=[O:17])[C@H:5]([CH2:7][C:8]1[C:16]2[C:11](=[CH:12][CH:13]=[CH:14][CH:15]=2)[NH:10][CH:9]=1)[NH:6][C:25]([C:26]1[CH:34]=[CH:33][C:32]2[O:31][CH2:30][O:29][C:28]=2[CH:27]=1)=[O:35], predict the reactants needed to synthesize it.